The task is: Binary Classification. Given a drug SMILES string, predict its activity (active/inactive) in a high-throughput screening assay against a specified biological target.. This data is from HIV replication inhibition screening data with 41,000+ compounds from the AIDS Antiviral Screen. (1) The drug is N#Cc1c(-c2ccccc2)c(-c2ccccc2)cc2c(=O)c3ccc(Cl)cc3[nH]c12. The result is 0 (inactive). (2) The compound is CCOC(=O)c1sc2c(c1OC(=O)c1ccco1)c(=O)n(-c1ccccc1)c(=S)n2-c1ccccc1. The result is 0 (inactive). (3) The result is 0 (inactive). The compound is O=S1(=O)C=C(c2ccccc2)C2(c3ccccc3)C=NNC21. (4) The compound is COc1ccc2c(c1)CCc1c-2[nH]c2ccc(OC)cc12. The result is 0 (inactive). (5) The molecule is CC(=O)N(C(C)=O)n1c(Cc2ccc(Cl)cc2)nn(C(C)=O)c1=O. The result is 0 (inactive). (6) The drug is CN(C)CCCNC(=O)c1cc(NC(=O)c2cc(NC(=O)c3cc(NC(=O)c4ccc(C(=O)Nc5cc(C(=O)Nc6cc(C(=O)Nc7cc(C(=O)NCCCN(C)C)n(C)c7)n(C)c6)n(C)c5)nc4)cn3C)cn2C)cn1C. The result is 0 (inactive). (7) The molecule is NC(Cc1ccc(O)c(O)c1)P(=O)(O)O. The result is 0 (inactive).